From a dataset of Forward reaction prediction with 1.9M reactions from USPTO patents (1976-2016). Predict the product of the given reaction. (1) Given the reactants [CH2:1]([NH:8][C:9]([C:11]1[S:15][C:14](Br)=[N:13][C:12]=1[CH3:17])=[O:10])[C:2]1[CH:7]=[CH:6][CH:5]=[CH:4][CH:3]=1.[I:18][C:19]1[CH:24]=[N:23][CH:22]=[C:21](I)[N:20]=1, predict the reaction product. The product is: [CH2:1]([NH:8][C:9]([C:11]1[S:15][C:14]([C:21]2[CH:22]=[N:23][CH:24]=[C:19]([I:18])[N:20]=2)=[N:13][C:12]=1[CH3:17])=[O:10])[C:2]1[CH:7]=[CH:6][CH:5]=[CH:4][CH:3]=1. (2) Given the reactants [Cl:1][C:2]1[CH:3]=[C:4]([N+:18]([O-])=O)[C:5]([O:8][C:9]2[C:14]([O:15][CH3:16])=[CH:13][CH:12]=[CH:11][C:10]=2[F:17])=[N:6][CH:7]=1, predict the reaction product. The product is: [Cl:1][C:2]1[CH:3]=[C:4]([NH2:18])[C:5]([O:8][C:9]2[C:14]([O:15][CH3:16])=[CH:13][CH:12]=[CH:11][C:10]=2[F:17])=[N:6][CH:7]=1. (3) Given the reactants [Cl-].[Al+3].[Cl-].[Cl-].[F:5][C:6]1[CH:11]=[C:10]([I:12])[CH:9]=[CH:8][C:7]=1[NH:13][C:14]1[N:15]([CH3:51])[C:16](=[O:50])[C:17]([CH3:49])=[C:18]2[C:23]=1[C:22](=[O:24])[N:21](CC1C=CC(OC)=CC=1)[C:20](=[O:34])[N:19]2[C:35]1[CH:40]=[CH:39][CH:38]=[C:37]([C:41]([N:43]2[CH2:47][CH2:46][CH:45]([OH:48])[CH2:44]2)=[O:42])[CH:36]=1, predict the reaction product. The product is: [F:5][C:6]1[CH:11]=[C:10]([I:12])[CH:9]=[CH:8][C:7]=1[NH:13][C:14]1[N:15]([CH3:51])[C:16](=[O:50])[C:17]([CH3:49])=[C:18]2[C:23]=1[C:22](=[O:24])[NH:21][C:20](=[O:34])[N:19]2[C:35]1[CH:40]=[CH:39][CH:38]=[C:37]([C:41]([N:43]2[CH2:47][CH2:46][CH:45]([OH:48])[CH2:44]2)=[O:42])[CH:36]=1.